This data is from Full USPTO retrosynthesis dataset with 1.9M reactions from patents (1976-2016). The task is: Predict the reactants needed to synthesize the given product. (1) Given the product [CH2:1]([N:8]1[CH2:9][CH2:10][N:11]([CH:14]2[CH2:16][CH2:21][O:31][CH2:30][CH2:29]2)[CH2:12][CH2:13]1)[C:2]1[CH:3]=[CH:4][CH:5]=[CH:6][CH:7]=1, predict the reactants needed to synthesize it. The reactants are: [CH2:1]([N:8]1[CH2:13][CH2:12][N:11]([C:14]([CH:16]2[CH2:21]COCC2)=O)[CH2:10][CH2:9]1)[C:2]1[CH:7]=[CH:6][CH:5]=[CH:4][CH:3]=1.[H-].[H-].[H-].[H-].[Li+].[Al+3].C1C[O:31][CH2:30][CH2:29]1. (2) Given the product [C:11]([O:15][C:16]([N:18]1[C@@H:22]([CH2:23][CH2:24][OH:25])[CH2:21][O:20][C:19]1([CH3:27])[CH3:26])=[O:17])([CH3:14])([CH3:13])[CH3:12].[C:11]([O:15][C:16]([N:18]1[C@@H:22]([CH2:23][CH:24]=[O:25])[CH2:21][O:20][C:19]1([CH3:27])[CH3:26])=[O:17])([CH3:14])([CH3:13])[CH3:12], predict the reactants needed to synthesize it. The reactants are: CS(C)=O.C(Cl)(=O)C(Cl)=O.[C:11]([O:15][C:16]([N:18]1[C@@H:22]([CH2:23][CH2:24][OH:25])[CH2:21][O:20][C:19]1([CH3:27])[CH3:26])=[O:17])([CH3:14])([CH3:13])[CH3:12].C(N(CC)CC)C. (3) Given the product [CH2:41]([C:35]1[CH:36]=[C:37]([O:23][C@H:2]([CH3:1])[CH2:3][CH2:4][O:5][C:6]2[CH:11]=[CH:10][C:9]([C:12]([F:15])([F:14])[F:13])=[CH:8][C:7]=2[O:16][C:17]2[CH:22]=[CH:21][CH:20]=[CH:19][CH:18]=2)[CH:38]=[CH:39][C:34]=1[CH2:33][CH2:32][C:31]([OH:43])=[O:30])[CH3:42], predict the reactants needed to synthesize it. The reactants are: [CH3:1][C@@H:2]([O:23]S(C)(=O)=O)[CH2:3][CH2:4][O:5][C:6]1[CH:11]=[CH:10][C:9]([C:12]([F:15])([F:14])[F:13])=[CH:8][C:7]=1[O:16][C:17]1[CH:22]=[CH:21][CH:20]=[CH:19][CH:18]=1.C([O:30][C:31](=[O:43])[CH2:32][CH2:33][C:34]1[CH:39]=[CH:38][C:37](O)=[CH:36][C:35]=1[CH2:41][CH3:42])C.C(=O)([O-])[O-].[Cs+].[Cs+].[OH-].[Na+].